This data is from Forward reaction prediction with 1.9M reactions from USPTO patents (1976-2016). The task is: Predict the product of the given reaction. (1) Given the reactants [H-].[Na+].[CH3:3][C:4]1[C:5]([C:9]([O:11]C)=[O:10])=[CH:6][NH:7][CH:8]=1.I[CH2:14][CH3:15].[OH-].[Na+], predict the reaction product. The product is: [CH2:14]([N:7]1[CH:8]=[C:4]([CH3:3])[C:5]([C:9]([OH:11])=[O:10])=[CH:6]1)[CH3:15]. (2) Given the reactants [CH3:1][O:2][C:3]1[CH:4]=[C:5]2[C:10](=[CH:11][C:12]=1[O:13][CH3:14])[NH:9][C:8](=[O:15])[CH:7]=[C:6]2[C:16]([F:19])([F:18])[F:17].[N+:20]([O-])([OH:22])=[O:21].S(=O)(=O)(O)O.ClCCl.CC(C)=O, predict the reaction product. The product is: [CH3:1][O:2][C:3]1[CH:4]=[C:5]2[C:10](=[CH:11][C:12]=1[O:13][CH3:14])[NH:9][C:8](=[O:15])[C:7]([N+:20]([O-:22])=[O:21])=[C:6]2[C:16]([F:19])([F:18])[F:17]. (3) Given the reactants [CH:1]1([C:4]2[N:5]=[C:6]3[CH:11]=[CH:10][C:9]([N+:12]([O-])=O)=[CH:8][N:7]3[C:15]=2[CH3:16])[CH2:3][CH2:2]1.[F:17][C:18]1[CH:19]=[C:20]([C:24]2[CH:25]=[N:26][C:27]([C:30](O)=[O:31])=[N:28][CH:29]=2)[CH:21]=[CH:22][CH:23]=1.[ClH:33].C(OCC)(=O)C, predict the reaction product. The product is: [ClH:33].[CH:1]1([C:4]2[N:5]=[C:6]3[CH:11]=[CH:10][C:9]([NH:12][C:30]([C:27]4[N:26]=[CH:25][C:24]([C:20]5[CH:21]=[CH:22][CH:23]=[C:18]([F:17])[CH:19]=5)=[CH:29][N:28]=4)=[O:31])=[CH:8][N:7]3[C:15]=2[CH3:16])[CH2:3][CH2:2]1. (4) Given the reactants [Li+].[OH-].C([O:5][C:6](=[O:27])/[CH:7]=[CH:8]/[C:9]1[CH:14]=[CH:13][C:12](/[CH:15]=[CH:16]/[C:17](=[O:26])[NH:18][O:19][CH:20]2[CH2:25][CH2:24][CH2:23][CH2:22][O:21]2)=[CH:11][CH:10]=1)C, predict the reaction product. The product is: [O:21]1[CH2:22][CH2:23][CH2:24][CH2:25][CH:20]1[O:19][NH:18][C:17](/[CH:16]=[CH:15]/[C:12]1[CH:11]=[CH:10][C:9](/[CH:8]=[CH:7]/[C:6]([OH:27])=[O:5])=[CH:14][CH:13]=1)=[O:26]. (5) The product is: [CH2:1]([O:8][CH:7]([O:17][CH2:13][CH2:14][CH2:15][CH3:16])[C:6]1[CH:9]=[C:2]([CH3:1])[CH:3]=[CH:4][C:5]=1[N+:10]([O-:12])=[O:11])[CH2:2][CH2:9][CH3:6]. Given the reactants [CH3:1][C:2]1[CH:3]=[CH:4][C:5]([N+:10]([O-:12])=[O:11])=[C:6]([CH:9]=1)[CH:7]=[O:8].[CH2:13]([OH:17])[CH2:14][CH2:15][CH3:16], predict the reaction product. (6) The product is: [Cl:34][C:29]1[CH:30]=[CH:31][CH:32]=[CH:33][C:28]=1[C:25]([C:9]1[N:8]([C:5]2[CH:6]=[CH:7][C:2]([C:43]3[CH:42]=[CH:41][CH:40]=[C:39]([S:36]([CH3:35])(=[O:38])=[O:37])[CH:44]=3)=[CH:3][CH:4]=2)[CH:12]=[C:11]([CH:13]2[CH2:17][CH2:16][CH2:15][N:14]2[C:18]([O:20][C:21]([CH3:24])([CH3:23])[CH3:22])=[O:19])[N:10]=1)([CH3:26])[CH3:27]. Given the reactants Br[C:2]1[CH:7]=[CH:6][C:5]([N:8]2[CH:12]=[C:11]([CH:13]3[CH2:17][CH2:16][CH2:15][N:14]3[C:18]([O:20][C:21]([CH3:24])([CH3:23])[CH3:22])=[O:19])[N:10]=[C:9]2[C:25]([C:28]2[CH:33]=[CH:32][CH:31]=[CH:30][C:29]=2[Cl:34])([CH3:27])[CH3:26])=[CH:4][CH:3]=1.[CH3:35][S:36]([C:39]1[CH:40]=[C:41](B(O)O)[CH:42]=[CH:43][CH:44]=1)(=[O:38])=[O:37].C(=O)([O-])[O-].[Na+].[Na+], predict the reaction product. (7) Given the reactants C1(C2C=CC(C[NH:9][CH2:10][CH2:11][C:12]3[CH:17]=[CH:16][C:15](F)=[C:14]([C:19]([F:22])([F:21])[F:20])[CH:13]=3)=CC=2)CC1.[Cl:25][C:26]1[CH:27]=[C:28]([CH:31]=[CH:32][C:33]=1[C:34]([O:37][CH3:38])([CH3:36])[CH3:35])[CH:29]=O.FC(F)(F)C1C=C(CCN)C=CC=1.[BH4-].[Na+], predict the reaction product. The product is: [Cl:25][C:26]1[CH:27]=[C:28]([CH:31]=[CH:32][C:33]=1[C:34]([O:37][CH3:38])([CH3:36])[CH3:35])[CH2:29][NH:9][CH2:10][CH2:11][C:12]1[CH:17]=[CH:16][CH:15]=[C:14]([C:19]([F:20])([F:21])[F:22])[CH:13]=1.